Dataset: Peptide-MHC class II binding affinity with 134,281 pairs from IEDB. Task: Regression. Given a peptide amino acid sequence and an MHC pseudo amino acid sequence, predict their binding affinity value. This is MHC class II binding data. (1) The peptide sequence is IVQINGRHFDLRAQG. The MHC is DRB1_0101 with pseudo-sequence DRB1_0101. The binding affinity (normalized) is 0.726. (2) The MHC is HLA-DPA10103-DPB10601 with pseudo-sequence HLA-DPA10103-DPB10601. The binding affinity (normalized) is 0.965. The peptide sequence is ECKYFAATQFEPLAA. (3) The peptide sequence is GMTGCGNTPIFKSGR. The MHC is DRB1_1602 with pseudo-sequence DRB1_1602. The binding affinity (normalized) is 0.413. (4) The peptide sequence is AEMKTDAATLAQEAG. The MHC is DRB5_0101 with pseudo-sequence DRB5_0101. The binding affinity (normalized) is 0.0121. (5) The peptide sequence is GELQIVDKIKAAFKI. The MHC is DRB1_1101 with pseudo-sequence DRB1_1101. The binding affinity (normalized) is 0.658. (6) The peptide sequence is DDCVAIGTGSSNIVI. The MHC is DRB1_1501 with pseudo-sequence DRB1_1501. The binding affinity (normalized) is 0.311. (7) The peptide sequence is EKKSFAATQFEPLAA. The MHC is HLA-DQA10501-DQB10201 with pseudo-sequence HLA-DQA10501-DQB10201. The binding affinity (normalized) is 0.356. (8) The peptide sequence is TNTNPDQKCITALAS. The MHC is DRB1_0701 with pseudo-sequence DRB1_0701. The binding affinity (normalized) is 0.282. (9) The peptide sequence is GINTRNMTMSMSMIL. The MHC is DRB1_0701 with pseudo-sequence DRB1_0701. The binding affinity (normalized) is 0.743. (10) The peptide sequence is TTLLRALGAQKEAIS. The MHC is DRB1_1302 with pseudo-sequence DRB1_1302. The binding affinity (normalized) is 0.323.